This data is from Full USPTO retrosynthesis dataset with 1.9M reactions from patents (1976-2016). The task is: Predict the reactants needed to synthesize the given product. (1) The reactants are: [C:1]1([C:9]2[CH:14]=[CH:13][CH:12]=[CH:11][CH:10]=2)[CH:6]=[CH:5][C:4]([CH:7]=O)=[CH:3][CH:2]=1.[CH3:15][CH:16]([CH3:32])[C:17]([NH:19][C:20]1[CH:25]=[CH:24][CH:23]=[C:22]([CH:26]2[CH2:31][CH2:30][NH:29][CH2:28][CH2:27]2)[CH:21]=1)=[O:18]. Given the product [C:1]1([C:9]2[CH:14]=[CH:13][CH:12]=[CH:11][CH:10]=2)[CH:6]=[CH:5][C:4]([CH2:7][N:29]2[CH2:30][CH2:31][CH:26]([C:22]3[CH:21]=[C:20]([NH:19][C:17](=[O:18])[CH:16]([CH3:15])[CH3:32])[CH:25]=[CH:24][CH:23]=3)[CH2:27][CH2:28]2)=[CH:3][CH:2]=1, predict the reactants needed to synthesize it. (2) Given the product [CH2:43]([O:42][C:41]([O:45][C@H:46]([N:48]1[N:52]=[N:51][C:50]([C:53]2[N:57]([CH3:58])[N:56]=[CH:55][C:54]=2[C:28]2[CH:29]=[CH:30][C:25]([C:24]([N:10]([C:5]3[C:4]([CH3:3])=[CH:9][CH:8]=[CH:7][N:6]=3)[C@@H:11]3[CH2:16][CH2:15][CH2:14][N:13]([C:17]([O:19][C:20]([CH3:23])([CH3:22])[CH3:21])=[O:18])[CH2:12]3)=[O:40])=[CH:26][CH:27]=2)=[N:49]1)[CH3:47])=[O:60])[CH3:44], predict the reactants needed to synthesize it. The reactants are: [F-].[Cs+].[CH3:3][C:4]1[C:5]([N:10]([C:24](=[O:40])[C:25]2[CH:30]=[CH:29][C:28](B3OC(C)(C)C(C)(C)O3)=[CH:27][CH:26]=2)[C@@H:11]2[CH2:16][CH2:15][CH2:14][N:13]([C:17]([O:19][C:20]([CH3:23])([CH3:22])[CH3:21])=[O:18])[CH2:12]2)=[N:6][CH:7]=[CH:8][CH:9]=1.[C:41](=[O:60])([O:45][C@H:46]([N:48]1[N:52]=[N:51][C:50]([C:53]2[N:57]([CH3:58])[N:56]=[CH:55][C:54]=2I)=[N:49]1)[CH3:47])[O:42][CH2:43][CH3:44].[Cl-].[NH4+]. (3) Given the product [CH3:4][CH2:3][CH2:2][CH2:1][C:5]1[N:9]([CH2:10][C:11]2[CH:16]=[CH:15][C:14]([C:17]3[CH:22]=[CH:21][CH:20]=[CH:19][C:18]=3[C:23]3[N:32]=[N:31][NH:30][N:24]=3)=[CH:13][CH:12]=2)[C:8](=[O:25])[C:7]2([CH2:26][CH2:27][CH2:28][CH2:29]2)[N:6]=1, predict the reactants needed to synthesize it. The reactants are: [CH2:1]([C:5]1[N:9]([CH2:10][C:11]2[CH:16]=[CH:15][C:14]([C:17]3[CH:22]=[CH:21][CH:20]=[CH:19][C:18]=3[C:23]#[N:24])=[CH:13][CH:12]=2)[C:8](=[O:25])[C:7]2([CH2:29][CH2:28][CH2:27][CH2:26]2)[N:6]=1)[CH2:2][CH2:3][CH3:4].[N-:30]=[N+:31]=[N-:32].[Na+].Cl.C(N(CC)CC)C.[OH-].[Na+]. (4) Given the product [I:1][C:2]1[C:10]2[C:5](=[CH:6][C:7]([CH:11]=[O:12])=[CH:8][CH:9]=2)[N:4]([CH:24]2[CH2:25][CH2:26][CH2:27][CH2:28][O:23]2)[N:3]=1, predict the reactants needed to synthesize it. The reactants are: [I:1][C:2]1[C:10]2[C:5](=[CH:6][C:7]([CH:11]=[O:12])=[CH:8][CH:9]=2)[NH:4][N:3]=1.C1COCC1.CS(O)(=O)=O.[O:23]1[CH:28]=[CH:27][CH2:26][CH2:25][CH2:24]1. (5) Given the product [CH:14]1([C:12]([C:6]2[CH:7]=[N:8][C:9]3[C:4]([C:5]=2[NH:17][C:18]2[CH:19]=[N:20][N:21]([C@H:23]4[CH2:28][CH2:27][C@H:26]([NH:29][CH3:30])[CH2:25][CH2:24]4)[CH:22]=2)=[CH:3][C:2]([C:36]2[CH:37]=[C:32]([Cl:31])[C:33]([OH:48])=[C:34]([Cl:47])[CH:35]=2)=[CH:11][CH:10]=3)=[O:13])[CH2:15][CH2:16]1, predict the reactants needed to synthesize it. The reactants are: Br[C:2]1[CH:3]=[C:4]2[C:9](=[CH:10][CH:11]=1)[N:8]=[CH:7][C:6]([C:12]([CH:14]1[CH2:16][CH2:15]1)=[O:13])=[C:5]2[NH:17][C:18]1[CH:19]=[N:20][N:21]([C@H:23]2[CH2:28][CH2:27][C@H:26]([NH:29][CH3:30])[CH2:25][CH2:24]2)[CH:22]=1.[Cl:31][C:32]1[CH:37]=[C:36](B2OC(C)(C)C(C)(C)O2)[CH:35]=[C:34]([Cl:47])[C:33]=1[OH:48].